Dataset: Peptide-MHC class II binding affinity with 134,281 pairs from IEDB. Task: Regression. Given a peptide amino acid sequence and an MHC pseudo amino acid sequence, predict their binding affinity value. This is MHC class II binding data. The peptide sequence is IKEKGKDKWIALKES. The MHC is DRB1_1001 with pseudo-sequence DRB1_1001. The binding affinity (normalized) is 0.651.